From a dataset of Full USPTO retrosynthesis dataset with 1.9M reactions from patents (1976-2016). Predict the reactants needed to synthesize the given product. (1) Given the product [NH2:11][C:9]1[C:10]2=[C:2]([C:51]3[CH:56]=[CH:55][C:54]([N:31]([C:22]4[CH:23]=[C:24]([C:27]([F:28])([F:29])[F:30])[CH:25]=[CH:26][C:21]=4[Cl:20])[C:32]([NH2:34])=[O:33])=[CH:53][CH:52]=3)[C:3]([CH3:19])=[C:4]([CH2:12][N:13]3[CH2:18][CH2:17][O:16][CH2:15][CH2:14]3)[N:5]2[N:6]=[CH:7][N:8]=1, predict the reactants needed to synthesize it. The reactants are: Br[C:2]1[C:3]([CH3:19])=[C:4]([CH2:12][N:13]2[CH2:18][CH2:17][O:16][CH2:15][CH2:14]2)[N:5]2[C:10]=1[C:9]([NH2:11])=[N:8][CH:7]=[N:6]2.[Cl:20][C:21]1[CH:26]=[CH:25][C:24]([C:27]([F:30])([F:29])[F:28])=[CH:23][C:22]=1[NH:31][C:32]([NH:34]C1C=CC(B2OC(C)(C)C(C)(C)O2)=CC=1)=[O:33].F[C:51]1[CH:56]=[CH:55][C:54](C(F)(F)F)=[CH:53][C:52]=1NC(N[C:51]1[CH:56]=[CH:55][C:54](B2OC(C)(C)C(C)(C)O2)=[CH:53][CH:52]=1)=O. (2) Given the product [NH2:8][C:7]1[CH:6]=[C:5]([C:2]([NH:1][C:16](=[O:17])[O:18][C:19]([CH3:22])([CH3:21])[CH3:20])([CH3:4])[CH3:3])[CH:11]=[C:10]([C:12]([F:13])([F:14])[F:15])[CH:9]=1, predict the reactants needed to synthesize it. The reactants are: [NH2:1][C:2]([C:5]1[CH:6]=[C:7]([CH:9]=[C:10]([C:12]([F:15])([F:14])[F:13])[CH:11]=1)[NH2:8])([CH3:4])[CH3:3].[C:16](O[C:16]([O:18][C:19]([CH3:22])([CH3:21])[CH3:20])=[O:17])([O:18][C:19]([CH3:22])([CH3:21])[CH3:20])=[O:17].